This data is from Catalyst prediction with 721,799 reactions and 888 catalyst types from USPTO. The task is: Predict which catalyst facilitates the given reaction. (1) Reactant: [Cl:1][C:2]1[CH:7]=[CH:6][C:5]([C:8]2[S:12][C:11]([CH3:13])=[C:10]([CH:14]3[C:18](=[O:19])/[C:17](=[CH:20]/[CH:21]4[CH2:26][CH2:25][O:24][CH2:23][CH2:22]4)/[CH2:16][C:15]3=[O:27])[CH:9]=2)=[CH:4][CH:3]=1. Product: [Cl:1][C:2]1[CH:3]=[CH:4][C:5]([C:8]2[S:12][C:11]([CH3:13])=[C:10]([CH:14]3[C:18](=[O:19])[CH:17]([CH2:20][CH:21]4[CH2:26][CH2:25][O:24][CH2:23][CH2:22]4)[CH2:16][C:15]3=[O:27])[CH:9]=2)=[CH:6][CH:7]=1. The catalyst class is: 29. (2) Reactant: [C:1]([C:3]1[CH:4]=[C:5]([CH:8]=[CH:9][C:10]=1[O:11][CH3:12])[C:6]#[N:7])#[CH:2].Cl[O:14][N:15]=[CH:16][C:17]1[CH:22]=[C:21]([C:23]#[N:24])[CH:20]=[CH:19][C:18]=1[O:25][CH3:26].C(Cl)(Cl)Cl. Product: [C:23]([C:21]1[CH:20]=[CH:19][C:18]([O:25][CH3:26])=[C:17]([C:16]2[CH:2]=[C:1]([C:3]3[CH:4]=[C:5]([C:6]#[N:7])[CH:8]=[CH:9][C:10]=3[O:11][CH3:12])[O:14][N:15]=2)[CH:22]=1)#[N:24]. The catalyst class is: 48. (3) Reactant: [H-].[Na+].[P:3]([O-:20])([O:12][CH2:13][C:14]1[CH:19]=[CH:18][CH:17]=[CH:16][CH:15]=1)[O:4][CH2:5][C:6]1[CH:11]=[CH:10][CH:9]=[CH:8][CH:7]=1.[CH2:21]([O:23][C:24](=[O:29])[CH2:25][CH2:26][CH2:27]Br)[CH3:22]. Product: [CH2:21]([O:23][C:24](=[O:29])[CH2:25][CH2:26][CH2:27][P:3]([O:12][CH2:13][C:14]1[CH:19]=[CH:18][CH:17]=[CH:16][CH:15]=1)([O:4][CH2:5][C:6]1[CH:11]=[CH:10][CH:9]=[CH:8][CH:7]=1)=[O:20])[CH3:22]. The catalyst class is: 3. (4) Reactant: [CH3:1][N:2]1[CH2:6][CH2:5][CH2:4][C@H:3]1[CH2:7][OH:8].[H-].[Na+].F[C:12]1[CH:19]=[CH:18][C:17]([C:20]([F:23])([F:22])[F:21])=[CH:16][C:13]=1[C:14]#[N:15]. Product: [CH3:1][N:2]1[CH2:6][CH2:5][CH2:4][C@H:3]1[CH2:7][O:8][C:12]1[CH:19]=[CH:18][C:17]([C:20]([F:21])([F:23])[F:22])=[CH:16][C:13]=1[C:14]#[N:15]. The catalyst class is: 1. (5) Reactant: Br[C:2]1[N:6]2[N:7]=[C:8]([C:11]3[CH:16]=[CH:15][C:14]([C:17]([N:19]4[CH2:24][CH2:23][CH:22]([N:25]5[CH2:30][CH2:29][O:28][CH2:27][CH2:26]5)[CH2:21][CH2:20]4)=[O:18])=[CH:13][CH:12]=3)[CH:9]=[CH:10][C:5]2=[N:4][CH:3]=1.C([O-])([O-])=O.[Cs+].[Cs+].CC1(C)C(C)(C)OB([C:45]2[CH:46]=[C:47]3[C:51](=[CH:52][CH:53]=2)[NH:50][C:49](=[O:54])[CH2:48]3)O1. Product: [O:28]1[CH2:27][CH2:26][N:25]([CH:22]2[CH2:23][CH2:24][N:19]([C:17]([C:14]3[CH:13]=[CH:12][C:11]([C:8]4[CH:9]=[CH:10][C:5]5[N:6]([C:2]([C:45]6[CH:46]=[C:47]7[C:51](=[CH:52][CH:53]=6)[NH:50][C:49](=[O:54])[CH2:48]7)=[CH:3][N:4]=5)[N:7]=4)=[CH:16][CH:15]=3)=[O:18])[CH2:20][CH2:21]2)[CH2:30][CH2:29]1. The catalyst class is: 710.